Dataset: Aqueous solubility values for 9,982 compounds from the AqSolDB database. Task: Regression/Classification. Given a drug SMILES string, predict its absorption, distribution, metabolism, or excretion properties. Task type varies by dataset: regression for continuous measurements (e.g., permeability, clearance, half-life) or binary classification for categorical outcomes (e.g., BBB penetration, CYP inhibition). For this dataset (solubility_aqsoldb), we predict Y. (1) The drug is O=C(C(=O)c1ccccc1)c1ccccc1. The Y is -2.80 log mol/L. (2) The Y is -4.94 log mol/L. The molecule is CC(=O)C1(C)CC2=C(CCCC2(C)C)CC1C. (3) The molecule is C[C@H](CCC(=O)NCC(=O)O)[C@H]1CCC2C3C(CC[C@@]21C)[C@@]1(C)CC[C@@H](O)C[C@H]1C[C@@H]3O. The Y is -5.52 log mol/L. (4) The drug is Nc1c(Oc2ccccc2)c(Oc2ccccc2)c(N)c2c1C(=O)c1ccccc1C2=O. The Y is -8.27 log mol/L. (5) The molecule is CC(C)OC(=O)COc1ccc(Cl)cc1Cl. The Y is -3.85 log mol/L.